Dataset: NCI-60 drug combinations with 297,098 pairs across 59 cell lines. Task: Regression. Given two drug SMILES strings and cell line genomic features, predict the synergy score measuring deviation from expected non-interaction effect. (1) Drug 1: C1=CC(=CC=C1CCCC(=O)O)N(CCCl)CCCl. Drug 2: CCCCC(=O)OCC(=O)C1(CC(C2=C(C1)C(=C3C(=C2O)C(=O)C4=C(C3=O)C=CC=C4OC)O)OC5CC(C(C(O5)C)O)NC(=O)C(F)(F)F)O. Cell line: HCT-15. Synergy scores: CSS=9.63, Synergy_ZIP=-3.46, Synergy_Bliss=-5.58, Synergy_Loewe=-5.47, Synergy_HSA=-5.84. (2) Drug 1: CC1=C(N=C(N=C1N)C(CC(=O)N)NCC(C(=O)N)N)C(=O)NC(C(C2=CN=CN2)OC3C(C(C(C(O3)CO)O)O)OC4C(C(C(C(O4)CO)O)OC(=O)N)O)C(=O)NC(C)C(C(C)C(=O)NC(C(C)O)C(=O)NCCC5=NC(=CS5)C6=NC(=CS6)C(=O)NCCC[S+](C)C)O. Drug 2: C1C(C(OC1N2C=NC(=NC2=O)N)CO)O. Cell line: NCIH23. Synergy scores: CSS=34.6, Synergy_ZIP=0.487, Synergy_Bliss=1.25, Synergy_Loewe=-4.40, Synergy_HSA=2.46. (3) Drug 1: C1CCC(CC1)NC(=O)N(CCCl)N=O. Drug 2: CCC1=C2CN3C(=CC4=C(C3=O)COC(=O)C4(CC)O)C2=NC5=C1C=C(C=C5)O. Cell line: UACC-257. Synergy scores: CSS=25.9, Synergy_ZIP=-5.84, Synergy_Bliss=6.98, Synergy_Loewe=-11.3, Synergy_HSA=5.25. (4) Drug 1: CC(CN1CC(=O)NC(=O)C1)N2CC(=O)NC(=O)C2. Drug 2: CC1=C(C=C(C=C1)C(=O)NC2=CC(=CC(=C2)C(F)(F)F)N3C=C(N=C3)C)NC4=NC=CC(=N4)C5=CN=CC=C5. Cell line: OVCAR3. Synergy scores: CSS=0.540, Synergy_ZIP=-3.52, Synergy_Bliss=-7.70, Synergy_Loewe=-10.2, Synergy_HSA=-10.4. (5) Drug 1: CC1=CC2C(CCC3(C2CCC3(C(=O)C)OC(=O)C)C)C4(C1=CC(=O)CC4)C. Drug 2: CNC(=O)C1=NC=CC(=C1)OC2=CC=C(C=C2)NC(=O)NC3=CC(=C(C=C3)Cl)C(F)(F)F. Cell line: NCI-H460. Synergy scores: CSS=24.9, Synergy_ZIP=2.57, Synergy_Bliss=3.99, Synergy_Loewe=-6.10, Synergy_HSA=2.44. (6) Drug 1: C1CC(C1)(C(=O)O)C(=O)O.[NH2-].[NH2-].[Pt+2]. Drug 2: CC(C)CN1C=NC2=C1C3=CC=CC=C3N=C2N. Cell line: MCF7. Synergy scores: CSS=-2.26, Synergy_ZIP=3.01, Synergy_Bliss=5.56, Synergy_Loewe=2.07, Synergy_HSA=1.15. (7) Cell line: MDA-MB-231. Drug 2: CC1C(C(=O)NC(C(=O)N2CCCC2C(=O)N(CC(=O)N(C(C(=O)O1)C(C)C)C)C)C(C)C)NC(=O)C3=C4C(=C(C=C3)C)OC5=C(C(=O)C(=C(C5=N4)C(=O)NC6C(OC(=O)C(N(C(=O)CN(C(=O)C7CCCN7C(=O)C(NC6=O)C(C)C)C)C)C(C)C)C)N)C. Drug 1: C1CCC(CC1)NC(=O)N(CCCl)N=O. Synergy scores: CSS=9.36, Synergy_ZIP=-2.39, Synergy_Bliss=0.351, Synergy_Loewe=0.635, Synergy_HSA=0.491.